Dataset: Reaction yield outcomes from USPTO patents with 853,638 reactions. Task: Predict the reaction yield, written as a fraction of the theoretical maximum amount of product (1.0 means a 100% yield; for example, 0.34 means a 34% yield). (1) The reactants are [Br:1][CH2:2][C:3](Br)=[O:4].[NH:6]1[CH2:10][CH2:9][CH2:8][C@H:7]1[C:11]#[N:12].N1C=CC=CC=1. The catalyst is C(Cl)Cl.CN(C1C=CN=CC=1)C. The product is [Br:1][CH2:2][C:3]([N:6]1[CH2:10][CH2:9][CH2:8][C@H:7]1[C:11]#[N:12])=[O:4]. The yield is 0.826. (2) The yield is 0.730. The catalyst is I. The product is [F:10][C:6]1[CH:5]=[C:4]([C:11]2[O:12][C:13]3[C:18]([C:19](=[O:21])[CH:20]=2)=[CH:17][CH:16]=[CH:15][CH:14]=3)[CH:3]=[C:2]([F:1])[C:7]=1[OH:8]. The reactants are [F:1][C:2]1[CH:3]=[C:4]([C:11]2[O:12][C:13]3[C:18]([C:19](=[O:21])[CH:20]=2)=[CH:17][CH:16]=[CH:15][CH:14]=3)[CH:5]=[C:6]([F:10])[C:7]=1[O:8]C.CC(O)=O.O. (3) The reactants are Br[C:2]1[CH:3]=[C:4]([S:8]([NH:11][C:12]2[CH:21]=[CH:20][C:15]([C:16]([O:18][CH3:19])=[O:17])=[C:14]([OH:22])[CH:13]=2)(=[O:10])=[O:9])[S:5][C:6]=1[Cl:7].[CH2:23]1[O:31][C:30]2[CH:29]=[CH:28][C:27](B(O)O)=[CH:26][C:25]=2[O:24]1. No catalyst specified. The product is [O:24]1[C:25]2[CH:26]=[CH:27][C:28]([C:2]3[CH:3]=[C:4]([S:8]([NH:11][C:12]4[CH:21]=[CH:20][C:15]([C:16]([O:18][CH3:19])=[O:17])=[C:14]([OH:22])[CH:13]=4)(=[O:10])=[O:9])[S:5][C:6]=3[Cl:7])=[CH:29][C:30]=2[O:31][CH2:23]1. The yield is 0.360.